From a dataset of Full USPTO retrosynthesis dataset with 1.9M reactions from patents (1976-2016). Predict the reactants needed to synthesize the given product. (1) Given the product [CH3:2][C:3]([CH3:48])([CH2:46][CH3:47])[CH2:4][C:5]1[N:6]=[C:7]([CH2:29][CH:30]([C:33]2[CH:38]=[CH:37][C:36]([C:39]3[CH:44]=[CH:43][C:42]([F:45])=[CH:41][N:40]=3)=[CH:35][CH:34]=2)[NH:31][CH3:32])[NH:8][CH:9]=1, predict the reactants needed to synthesize it. The reactants are: Cl.[CH3:2][C:3]([CH3:48])([CH2:46][CH3:47])[CH2:4][C:5]1[N:6]=[C:7]([CH2:29][CH:30]([C:33]2[CH:38]=[CH:37][C:36]([C:39]3[CH:44]=[CH:43][C:42]([F:45])=[CH:41][N:40]=3)=[CH:35][CH:34]=2)[NH:31][CH3:32])[N:8](C(C2C=CC=CC=2)(C2C=CC=CC=2)C2C=CC=CC=2)[CH:9]=1. (2) Given the product [NH2:8][C@@H:9]1[CH2:13][CH2:12][N:11]([C:14]2[CH:19]=[CH:18][C:17]([N:20]3[CH2:24][C@H:23]([CH2:25][O:26][C:27]4[CH:31]=[CH:30][O:29][N:28]=4)[O:22][C:21]3=[O:32])=[CH:16][C:15]=2[F:33])[CH2:10]1, predict the reactants needed to synthesize it. The reactants are: C(OC([NH:8][C@@H:9]1[CH2:13][CH2:12][N:11]([C:14]2[CH:19]=[CH:18][C:17]([N:20]3[CH2:24][C@H:23]([CH2:25][O:26][C:27]4[CH:31]=[CH:30][O:29][N:28]=4)[O:22][C:21]3=[O:32])=[CH:16][C:15]=2[F:33])[CH2:10]1)=O)(C)(C)C.C(O)(C(F)(F)F)=O.